Dataset: Peptide-MHC class I binding affinity with 185,985 pairs from IEDB/IMGT. Task: Regression. Given a peptide amino acid sequence and an MHC pseudo amino acid sequence, predict their binding affinity value. This is MHC class I binding data. (1) The peptide sequence is ETKKTMLAL. The MHC is HLA-A26:02 with pseudo-sequence HLA-A26:02. The binding affinity (normalized) is 1.00. (2) The peptide sequence is GKMFDSQVII. The MHC is H-2-Dd with pseudo-sequence H-2-Dd. The binding affinity (normalized) is 0. (3) The peptide sequence is RFYPKVTKYL. The MHC is Patr-A0901 with pseudo-sequence Patr-A0901. The binding affinity (normalized) is 0.620.